From a dataset of Peptide-MHC class II binding affinity with 134,281 pairs from IEDB. Regression. Given a peptide amino acid sequence and an MHC pseudo amino acid sequence, predict their binding affinity value. This is MHC class II binding data. (1) The peptide sequence is LLVLAGWLFHVRGAR. The MHC is HLA-DQA10303-DQB10402 with pseudo-sequence HLA-DQA10303-DQB10402. The binding affinity (normalized) is 0.625. (2) The peptide sequence is KHLAVLVKYEGDTMA. The MHC is DRB1_0101 with pseudo-sequence DRB1_0101. The binding affinity (normalized) is 0.245. (3) The peptide sequence is PNWVRKVFIDTIPNI. The MHC is DRB1_0405 with pseudo-sequence DRB1_0405. The binding affinity (normalized) is 0.393. (4) The peptide sequence is LQFRRIRGPRASVIP. The MHC is DRB5_0101 with pseudo-sequence DRB5_0101. The binding affinity (normalized) is 0.561. (5) The peptide sequence is SGVSWTMKILIGVVI. The MHC is DRB1_1501 with pseudo-sequence DRB1_1501. The binding affinity (normalized) is 0.168.